Regression. Given a target protein amino acid sequence and a drug SMILES string, predict the binding affinity score between them. We predict pIC50 (pIC50 = -log10(IC50 in M); higher means more potent). Dataset: bindingdb_ic50. From a dataset of Drug-target binding data from BindingDB using IC50 measurements. The small molecule is CCCCCCCCCN1CC(O)C(O)C(O)C1CO. The target protein (P10482) has sequence MDMSFPKGFLWGAATASYQIEGAWNEDGKGESIWDRFTHQKRNILYGHNGDVACDHYHRFEEDVSLMKELGLKAYRFSIAWTRIFPDGFGTVNQKGLEFYDRLINKLVENGIEPVVTLYHWDLPQKLQDIGGWANPEIVNYYFDYAMLVINRYKDKVKKWITFNEPYCIAFLGYFHGIHAPGIKDFKVAMDVVHSLMLSHFKVVKAVKENNIDVEVGITLNLTPVYLQTERLGYKVSEIEREMVSLSSQLDNQLFLDPVLKGSYPQKLLDYLVQKDLLDSQKALSMQQEVKENFIFPDFLGINYYTRAVRLYDENSSWIFPIRWEHPAGEYTEMGWEVFPQGLFDLLIWIKESYPQIPIYITENGAAYNDIVTEDGKVHDSKRIEYLKQHFEAARKAIENGVDLRGYFVWSLMDNFEWAMGYTKRFGIIYVDYETQKRIKKDSFYFYQQYIKENS. The pIC50 is 4.1.